From a dataset of Full USPTO retrosynthesis dataset with 1.9M reactions from patents (1976-2016). Predict the reactants needed to synthesize the given product. Given the product [CH3:4][C:1]([C:5]1[CH:6]=[CH:7][C:8]([C:11]2[C:19]3[C:14](=[CH:15][CH:16]=[CH:17][CH:18]=3)[N:13]([CH2:20][C:21]3[CH:22]=[C:23]([C:28]4[CH:33]=[CH:32][C:31]([OH:34])=[CH:30][CH:29]=4)[CH:24]=[CH:25][C:26]=3[CH3:27])[C:12]=2[C:35]([OH:37])=[O:36])=[CH:9][CH:10]=1)([CH3:2])[CH3:3], predict the reactants needed to synthesize it. The reactants are: [C:1]([C:5]1[CH:10]=[CH:9][C:8]([C:11]2[C:19]3[C:14](=[CH:15][CH:16]=[CH:17][CH:18]=3)[N:13]([CH2:20][C:21]3[CH:22]=[C:23]([C:28]4[CH:33]=[CH:32][C:31]([OH:34])=[CH:30][CH:29]=4)[CH:24]=[CH:25][C:26]=3[CH3:27])[C:12]=2[C:35]([O:37]CC)=[O:36])=[CH:7][CH:6]=1)([CH3:4])([CH3:3])[CH3:2].[OH-].[Na+].Cl.